Task: Predict the product of the given reaction.. Dataset: Forward reaction prediction with 1.9M reactions from USPTO patents (1976-2016) (1) Given the reactants [C:1]([O:5][C:6]([NH:8][C:9]1[CH2:10][C:11]([C:33]([OH:35])=O)=[CH:12][C:13]2[CH:19]=[CH:18][C:17]([C:20]3[CH:25]=[CH:24][C:23]([C:26]([N:28]4[CH2:32][CH2:31][CH2:30][CH2:29]4)=[O:27])=[CH:22][CH:21]=3)=[CH:16][C:14]=2[N:15]=1)=[O:7])([CH3:4])([CH3:3])[CH3:2].C1C=[CH:38][C:39]2N(O)N=[N:42][C:40]=2C=1.CCN=C=NCCCN(C)C.C(N(CC)CC)C.C(N)CC, predict the reaction product. The product is: [CH2:40]([NH:42][C:33]([C:11]1=[CH:12][C:13]2[CH:19]=[CH:18][C:17]([C:20]3[CH:21]=[CH:22][C:23]([C:26]([N:28]4[CH2:29][CH2:30][CH2:31][CH2:32]4)=[O:27])=[CH:24][CH:25]=3)=[CH:16][C:14]=2[N:15]=[C:9]([NH:8][C:6](=[O:7])[O:5][C:1]([CH3:4])([CH3:2])[CH3:3])[CH2:10]1)=[O:35])[CH2:39][CH3:38]. (2) Given the reactants [O:1]([C:8]1[CH:15]=[CH:14][C:11]([CH2:12][NH2:13])=[CH:10][CH:9]=1)[C:2]1[CH:7]=[CH:6][CH:5]=[CH:4][CH:3]=1.Cl[CH2:17][C:18]1[CH:26]=[CH:25][C:21]([C:22](Cl)=[O:23])=[CH:20][CH:19]=1.[CH3:27][C:28]([CH3:33])=[CH:29][C:30](Cl)=[O:31].[NH2:34][C:35]1[CH:47]=[CH:46][C:38]2[O:39]C(C)(C)[O:41][C:42](=[O:43])[C:37]=2[CH:36]=1, predict the reaction product. The product is: [OH:39][C:38]1[CH:46]=[CH:47][C:35]([N:34]([C:30](=[O:31])[CH:29]=[C:28]([CH3:33])[CH3:27])[CH2:17][C:18]2[CH:26]=[CH:25][C:21]([C:22]([NH:13][CH2:12][C:11]3[CH:10]=[CH:9][C:8]([O:1][C:2]4[CH:3]=[CH:4][CH:5]=[CH:6][CH:7]=4)=[CH:15][CH:14]=3)=[O:23])=[CH:20][CH:19]=2)=[CH:36][C:37]=1[C:42]([OH:43])=[O:41]. (3) Given the reactants [N:1]12[CH2:8][CH2:7][CH:4]([CH2:5][CH2:6]1)[C@@H:3]([O:9][C:10](=[O:37])[CH:11]([NH:26]C(OCC1C=CC=CC=1)=O)[C:12]1[CH:17]=[CH:16][CH:15]=[C:14]([O:18]CC3C=CC=CC=3)[CH:13]=1)[CH2:2]2.C([O-])=O.[NH4+], predict the reaction product. The product is: [N:1]12[CH2:6][CH2:5][CH:4]([CH2:7][CH2:8]1)[C@@H:3]([O:9][C:10](=[O:37])[CH:11]([NH2:26])[C:12]1[CH:17]=[CH:16][CH:15]=[C:14]([OH:18])[CH:13]=1)[CH2:2]2. (4) Given the reactants [F:1][C:2]1[CH:7]=[CH:6][C:5]([C:8]2[N:12]=[C:11]([C:13]3[CH:18]=[CH:17][C:16]([F:19])=[CH:15][CH:14]=3)[N:10]([CH2:20][C:21]([N:23]3[CH2:28][CH2:27][N:26]([C:29]4[CH:34]=[C:33](Cl)[N:32]=[CH:31][N:30]=4)[CH2:25][CH2:24]3)=[O:22])[N:9]=2)=[CH:4][CH:3]=1.[CH3:36][NH:37][CH3:38], predict the reaction product. The product is: [F:1][C:2]1[CH:7]=[CH:6][C:5]([C:8]2[N:12]=[C:11]([C:13]3[CH:18]=[CH:17][C:16]([F:19])=[CH:15][CH:14]=3)[N:10]([CH2:20][C:21]([N:23]3[CH2:28][CH2:27][N:26]([C:29]4[CH:34]=[C:33]([N:37]([CH3:38])[CH3:36])[N:32]=[CH:31][N:30]=4)[CH2:25][CH2:24]3)=[O:22])[N:9]=2)=[CH:4][CH:3]=1. (5) Given the reactants O[C:2]1[C:11]([C:12]([O:14][CH2:15][CH3:16])=[O:13])=[C:10]([CH3:17])[C:9]2[C:4](=[CH:5][C:6]([C:18]([F:21])([F:20])[F:19])=[CH:7][N:8]=2)[N:3]=1.O=P(Cl)(Cl)[Cl:24], predict the reaction product. The product is: [Cl:24][C:2]1[C:11]([C:12]([O:14][CH2:15][CH3:16])=[O:13])=[C:10]([CH3:17])[C:9]2[C:4](=[CH:5][C:6]([C:18]([F:21])([F:20])[F:19])=[CH:7][N:8]=2)[N:3]=1. (6) Given the reactants [S:1]1[C:5]([C:6]2[CH:7]=[C:8]([NH2:15])[CH:9]=[C:10]3[C:14]=2[NH:13][N:12]=[CH:11]3)=[CH:4][C:3]2[CH:16]=[CH:17][CH:18]=[CH:19][C:2]1=2.C(N(C(C)C)C(C)C)C.[O:29]=[C:30]1[NH:35][C:34]2[CH:36]=[C:37]([S:40](Cl)(=[O:42])=[O:41])[CH:38]=[CH:39][C:33]=2[O:32][CH2:31]1, predict the reaction product. The product is: [S:1]1[C:5]([C:6]2[CH:7]=[C:8]([NH:15][S:40]([C:37]3[CH:38]=[CH:39][C:33]4[O:32][CH2:31][C:30](=[O:29])[NH:35][C:34]=4[CH:36]=3)(=[O:42])=[O:41])[CH:9]=[C:10]3[C:14]=2[NH:13][N:12]=[CH:11]3)=[CH:4][C:3]2[CH:16]=[CH:17][CH:18]=[CH:19][C:2]1=2. (7) Given the reactants C(OC([N:8]1[CH2:13][CH2:12][C:11]2[N:14]([CH3:42])[C:15]([C:17]3[CH:22]=[CH:21][N:20]=[C:19]([NH:23][C:24]4[CH:29]=[C:28]([N:30]5[CH2:35][CH2:34][N:33]([CH3:36])[CH2:32][CH2:31]5)[CH:27]=[CH:26][C:25]=4[O:37][C:38]([F:41])([F:40])[F:39])[N:18]=3)=[CH:16][C:10]=2[C:9]1=[O:43])=O)(C)(C)C.[ClH:44], predict the reaction product. The product is: [ClH:44].[CH3:42][N:14]1[C:11]2[CH2:12][CH2:13][NH:8][C:9](=[O:43])[C:10]=2[CH:16]=[C:15]1[C:17]1[CH:22]=[CH:21][N:20]=[C:19]([NH:23][C:24]2[CH:29]=[C:28]([N:30]3[CH2:31][CH2:32][N:33]([CH3:36])[CH2:34][CH2:35]3)[CH:27]=[CH:26][C:25]=2[O:37][C:38]([F:40])([F:41])[F:39])[N:18]=1.